From a dataset of Catalyst prediction with 721,799 reactions and 888 catalyst types from USPTO. Predict which catalyst facilitates the given reaction. (1) Reactant: [OH:1][C:2]1[CH:3]=[C:4]([CH:10]=[CH:11][CH:12]=1)[C:5]([O:7][CH2:8][CH3:9])=[O:6].[CH:13](Br)([CH3:15])[CH3:14].[I-].[Na+].O. Product: [CH:13]([O:1][C:2]1[CH:3]=[C:4]([CH:10]=[CH:11][CH:12]=1)[C:5]([O:7][CH2:8][CH3:9])=[O:6])([CH3:15])[CH3:14]. The catalyst class is: 9. (2) Reactant: [CH3:1][O:2][C:3]1[CH:4]=[C:5]([NH:15][C:16]([NH2:18])=S)[CH:6]=[CH:7][C:8]=1[N:9]1[CH:13]=[C:12]([CH3:14])[N:11]=[CH:10]1.IC.[C:21]1([CH2:27][C:28]([NH:30][NH2:31])=O)[CH:26]=[CH:25][CH:24]=[CH:23][CH:22]=1.[OH-].[Na+].Cl. Product: [CH2:27]([C:28]1[NH:18][C:16]([NH:15][C:5]2[CH:6]=[CH:7][C:8]([N:9]3[CH:13]=[C:12]([CH3:14])[N:11]=[CH:10]3)=[C:3]([O:2][CH3:1])[CH:4]=2)=[N:31][N:30]=1)[C:21]1[CH:26]=[CH:25][CH:24]=[CH:23][CH:22]=1. The catalyst class is: 883. (3) Reactant: C[O:2][C:3]([C:5]1[C:6]([C:11]2[CH:16]=[CH:15][CH:14]=[CH:13][C:12]=2[O:17][C:18]([F:21])([F:20])[F:19])=[N:7][O:8][C:9]=1[NH2:10])=[O:4].[OH-].[Na+]. Product: [NH2:10][C:9]1[O:8][N:7]=[C:6]([C:11]2[CH:16]=[CH:15][CH:14]=[CH:13][C:12]=2[O:17][C:18]([F:20])([F:21])[F:19])[C:5]=1[C:3]([OH:4])=[O:2]. The catalyst class is: 5. (4) Reactant: CCCC[N+](CCCC)(CCCC)CCCC.[F-].C([Si]([O:26][CH2:27][C:28]1[CH:33]=[CH:32][C:31]([CH2:34][CH:35]=[C:36]([CH3:43])[CH2:37][CH2:38][CH:39]=[C:40]([CH3:42])[CH3:41])=[CH:30][CH:29]=1)(C)C)(C)(C)C. Product: [CH3:43][C:36]([CH2:37][CH2:38][CH:39]=[C:40]([CH3:42])[CH3:41])=[CH:35][CH2:34][C:31]1[CH:30]=[CH:29][C:28]([CH2:27][OH:26])=[CH:33][CH:32]=1. The catalyst class is: 1. (5) Reactant: [NH:1](C(OC(C)(C)C)=O)[C@H:2]([C:4]([NH:6][C@H:7]([C:25]([N:27]1[CH2:41][CH2:40][CH2:39][C@H:28]1[C:29]([O:31][CH2:32][C:33]1[CH:38]=[CH:37][CH:36]=[CH:35][CH:34]=1)=[O:30])=[O:26])[CH2:8][CH2:9][CH2:10][NH:11][C:12](=[NH:24])[NH:13][S:14]([C:17]1[CH:23]=[CH:22][C:20]([CH3:21])=[CH:19][CH:18]=1)(=[O:16])=[O:15])=[O:5])[CH3:3].C(Cl)(Cl)[Cl:50].CO. The catalyst class is: 601. Product: [NH:1]([Cl:50])[C@H:2]([C:4]([NH:6][C@H:7]([C:25]([N:27]1[CH2:41][CH2:40][CH2:39][C@H:28]1[C:29]([O:31][CH2:32][C:33]1[CH:38]=[CH:37][CH:36]=[CH:35][CH:34]=1)=[O:30])=[O:26])[CH2:8][CH2:9][CH2:10][NH:11][C:12](=[NH:24])[NH:13][S:14]([C:17]1[CH:23]=[CH:22][C:20]([CH3:21])=[CH:19][CH:18]=1)(=[O:16])=[O:15])=[O:5])[CH3:3]. (6) Reactant: [CH3:1][S:2](Cl)(=[O:4])=[O:3].[Cl:6][C:7]1[CH:12]=[CH:11][C:10]([C:13]2[CH:14]=[C:15]([F:31])[C:16]([C:19]#[C:20][C:21]3[CH:30]=[CH:29][C:24]([O:25][CH2:26][CH2:27][OH:28])=[CH:23][CH:22]=3)=[N:17][CH:18]=2)=[CH:9][CH:8]=1.C(N(CC)CC)C. Product: [CH3:1][S:2]([O:28][CH2:27][CH2:26][O:25][C:24]1[CH:23]=[CH:22][C:21]([C:20]#[C:19][C:16]2[C:15]([F:31])=[CH:14][C:13]([C:10]3[CH:9]=[CH:8][C:7]([Cl:6])=[CH:12][CH:11]=3)=[CH:18][N:17]=2)=[CH:30][CH:29]=1)(=[O:4])=[O:3]. The catalyst class is: 2. (7) Reactant: [NH2:1][C:2]1[S:10][C:5]2[CH2:6][O:7][CH2:8][CH2:9][C:4]=2[C:3]=1[C:11]([O:13]CC)=[O:12]. Product: [NH2:1][C:2]1[S:10][C:5]2[CH2:6][O:7][CH2:8][CH2:9][C:4]=2[C:3]=1[C:11]([OH:13])=[O:12]. The catalyst class is: 13. (8) Reactant: [C:1]1([C:10]2[CH:15]=[CH:14][CH:13]=[CH:12][CH:11]=2)[CH:6]=[CH:5][C:4](B(O)O)=[CH:3][CH:2]=1.C1(P(C2CCCCC2)C2CCCCC2)CCCCC1.C1(P(C2CCCCC2)C2CCCCC2)CCCCC1.Br[C:55]1[CH:56]=[N:57][N:58]([C:60]2[CH:65]=[CH:64][CH:63]=[C:62]([O:66][CH3:67])[CH:61]=2)[CH:59]=1.[O-]P([O-])([O-])=O.[K+].[K+].[K+]. Product: [C:1]1([C:10]2[CH:15]=[CH:14][CH:13]=[CH:12][CH:11]=2)[CH:6]=[CH:5][C:4]([C:55]2[CH:56]=[N:57][N:58]([C:60]3[CH:65]=[CH:64][CH:63]=[C:62]([O:66][CH3:67])[CH:61]=3)[CH:59]=2)=[CH:3][CH:2]=1. The catalyst class is: 333.